From a dataset of Peptide-MHC class II binding affinity with 134,281 pairs from IEDB. Regression. Given a peptide amino acid sequence and an MHC pseudo amino acid sequence, predict their binding affinity value. This is MHC class II binding data. (1) The peptide sequence is SMPFLRKTRWTFLLS. The MHC is HLA-DQA10501-DQB10302 with pseudo-sequence HLA-DQA10501-DQB10302. The binding affinity (normalized) is 0.245. (2) The peptide sequence is PAVKYIEPDMIVNAT. The MHC is HLA-DPA10201-DPB11401 with pseudo-sequence HLA-DPA10201-DPB11401. The binding affinity (normalized) is 0.526.